Dataset: Full USPTO retrosynthesis dataset with 1.9M reactions from patents (1976-2016). Task: Predict the reactants needed to synthesize the given product. (1) Given the product [CH3:1][C:2]1([CH2:8][NH2:9])[CH2:7][CH2:6][O:5][CH2:4][CH2:3]1, predict the reactants needed to synthesize it. The reactants are: [CH3:1][C:2]1([C:8]#[N:9])[CH2:7][CH2:6][O:5][CH2:4][CH2:3]1.[H-].[Al+3].[Li+].[H-].[H-].[H-].O.[OH-].[Na+]. (2) Given the product [CH3:28][C:26]([O:29][C@H:30]([CH3:37])[C@@H:31]([C:33]([O:35][CH3:36])=[O:34])[NH:32][C:10]([C:9]1[CH:13]=[CH:14][C:6]([O:5][CH2:4][CH2:3][O:2][CH3:1])=[CH:7][C:8]=1[N+:15]([O-:17])=[O:16])=[O:12])([CH3:25])[CH3:27], predict the reactants needed to synthesize it. The reactants are: [CH3:1][O:2][CH2:3][CH2:4][O:5][C:6]1[CH:14]=[CH:13][C:9]([C:10]([OH:12])=O)=[C:8]([N+:15]([O-:17])=[O:16])[CH:7]=1.C(Cl)(=O)C(Cl)=O.Cl.[CH3:25][C:26]([O:29][C@H:30]([CH3:37])[C@@H:31]([C:33]([O:35][CH3:36])=[O:34])[NH2:32])([CH3:28])[CH3:27].CCN(C(C)C)C(C)C. (3) Given the product [CH2:5]([O:7][CH2:8][C:9]([O:10][C:15](=[O:17])[CH3:16])([CH2:11][O:12][CH2:13][CH3:14])[C:1]#[CH:2])[CH3:6], predict the reactants needed to synthesize it. The reactants are: [C:1]([Mg]Cl)#[CH:2].[CH2:5]([O:7][CH2:8][C:9]([CH2:11][O:12][CH2:13][CH3:14])=[O:10])[CH3:6].[C:15](OC(=O)C)(=[O:17])[CH3:16].[Cl-].[NH4+]. (4) Given the product [CH2:1]([O:3][C:4]([C:6]1[CH:15]=[CH:14][C:13]2[C:8](=[CH:9][CH:10]=[C:11]([O:16][CH:41]3[CH2:42][CH2:43][N:39]([CH:36]([CH3:38])[CH3:37])[CH2:40]3)[CH:12]=2)[N:7]=1)=[O:5])[CH3:2], predict the reactants needed to synthesize it. The reactants are: [CH2:1]([O:3][C:4]([C:6]1[CH:15]=[CH:14][C:13]2[C:8](=[CH:9][CH:10]=[C:11]([OH:16])[CH:12]=2)[N:7]=1)=[O:5])[CH3:2].C1(P(C2C=CC=CC=2)C2C=CC=CC=2)C=CC=CC=1.[CH:36]([N:39]1[CH2:43][CH2:42][CH:41](O)[CH2:40]1)([CH3:38])[CH3:37]. (5) Given the product [C:35]([O:34][C:33](=[O:39])[NH:32][CH2:31][CH2:30][O:22][C:6]1[CH:7]=[CH:8][C:9]2[C:10]3[N:14]([CH2:15][CH2:16][CH3:17])[C:13]([CH2:18][O:19][CH2:20][CH3:21])=[N:12][C:11]=3[C:2]([NH2:1])=[N:3][C:4]=2[CH:5]=1)([CH3:38])([CH3:37])[CH3:36], predict the reactants needed to synthesize it. The reactants are: [NH2:1][C:2]1[C:11]2[N:12]=[C:13]([CH2:18][O:19][CH2:20][CH3:21])[N:14]([CH2:15][CH2:16][CH3:17])[C:10]=2[C:9]2[CH:8]=[CH:7][C:6]([OH:22])=[CH:5][C:4]=2[N:3]=1.C(=O)([O-])[O-].[Cs+].[Cs+].I[CH2:30][CH2:31][NH:32][C:33](=[O:39])[O:34][C:35]([CH3:38])([CH3:37])[CH3:36]. (6) Given the product [CH:18]([C:17]1[CH:16]=[C:15]([CH2:14][CH2:13][CH2:12][N:3]2[C:4](=[O:11])[C:44]3[C:43](=[CH:48][CH:47]=[CH:46][CH:45]=3)[C:2]2=[O:1])[CH:22]=[CH:21][CH:20]=1)=[CH:12][CH2:13][CH2:14][CH2:15][CH2:22][CH3:21], predict the reactants needed to synthesize it. The reactants are: [O:1]=[C:2]1C2C(=CC=CC=2)[C:4](=[O:11])[N:3]1[CH2:12][CH2:13][CH2:14][C:15]1[CH:16]=[C:17]([CH:20]=[CH:21][CH:22]=1)[CH:18]=O.[Br-].C([P+]([C:43]1[CH:48]=[CH:47][CH:46]=[CH:45][CH:44]=1)([C:43]1[CH:48]=[CH:47][CH:46]=[CH:45][CH:44]=1)[C:43]1[CH:48]=[CH:47][CH:46]=[CH:45][CH:44]=1)CCCCC.